Dataset: Full USPTO retrosynthesis dataset with 1.9M reactions from patents (1976-2016). Task: Predict the reactants needed to synthesize the given product. (1) Given the product [CH2:1]([C:3]1[CH:4]=[CH:5][C:6]([CH:9]2[CH2:10][CH:11]([C:23]3[O:26][N:27]=[C:28]([CH2:29][C:30]4[CH:35]=[CH:34][CH:33]=[C:32]([CH3:36])[CH:31]=4)[N:37]=3)[CH2:12][N:13]([C:15]([N:17]3[CH2:18][CH2:19][O:20][CH2:21][CH2:22]3)=[O:16])[CH2:14]2)=[CH:7][CH:8]=1)[CH3:2], predict the reactants needed to synthesize it. The reactants are: [CH2:1]([C:3]1[CH:8]=[CH:7][C:6]([CH:9]2[CH2:14][N:13]([C:15]([N:17]3[CH2:22][CH2:21][O:20][CH2:19][CH2:18]3)=[O:16])[CH2:12][CH:11]([C:23](O)=O)[CH2:10]2)=[CH:5][CH:4]=1)[CH3:2].[OH:26][NH:27][C:28](=[NH:37])[CH2:29][C:30]1[CH:35]=[CH:34][CH:33]=[C:32]([CH3:36])[CH:31]=1. (2) Given the product [CH:13]([C:10]1[N:11]=[CH:12][C:7]([C:26]2[C:27]([CH3:29])=[CH:28][C:23]([O:22][CH2:21][C:16]([CH3:15])([CH3:39])[C:17]([O:19][CH3:20])=[O:18])=[N:24][CH:25]=2)=[N:8][CH:9]=1)=[O:14], predict the reactants needed to synthesize it. The reactants are: CN(C)C=O.Cl[C:7]1[N:8]=[CH:9][C:10]([CH:13]=[O:14])=[N:11][CH:12]=1.[CH3:15][C:16]([CH3:39])([CH2:21][O:22][C:23]1[CH:28]=[C:27]([CH3:29])[C:26](B2OC(C)(C)C(C)(C)O2)=[CH:25][N:24]=1)[C:17]([O:19][CH3:20])=[O:18].C(=O)([O-])[O-].[Na+].[Na+]. (3) Given the product [CH2:15]([O:17][C:18]1[CH:23]=[CH:22][CH:21]=[CH:20][C:19]=1[CH2:24][NH:25][C:12]([C:10]1[S:11][C:7]([C:4]2[CH:3]=[CH:2][N:1]=[CH:6][CH:5]=2)=[CH:8][CH:9]=1)=[O:14])[CH3:16], predict the reactants needed to synthesize it. The reactants are: [N:1]1[CH:6]=[CH:5][C:4]([C:7]2[S:11][C:10]([C:12]([OH:14])=O)=[CH:9][CH:8]=2)=[CH:3][CH:2]=1.[CH2:15]([O:17][C:18]1[CH:23]=[CH:22][CH:21]=[CH:20][C:19]=1[CH2:24][NH2:25])[CH3:16]. (4) The reactants are: [CH3:1][C:2]1([C:17]([O-:19])=[O:18])[CH2:6][CH2:5][N:4]([C:7]([O:9][CH2:10][C:11]2[CH:16]=[CH:15][CH:14]=[CH:13][CH:12]=2)=[O:8])[CH2:3]1.[CH3:20][Si]([N-][Si](C)(C)C)(C)C.[Li+].CI.[Cl-].[NH4+]. Given the product [CH3:1][C:2]1([C:17]([O:19][CH3:20])=[O:18])[CH2:6][CH2:5][N:4]([C:7]([O:9][CH2:10][C:11]2[CH:16]=[CH:15][CH:14]=[CH:13][CH:12]=2)=[O:8])[CH2:3]1, predict the reactants needed to synthesize it.